From a dataset of Full USPTO retrosynthesis dataset with 1.9M reactions from patents (1976-2016). Predict the reactants needed to synthesize the given product. (1) The reactants are: [C:1]([C:5]1[CH:10]=[CH:9][CH:8]=[CH:7][C:6]=1[N:11]1[C:15](=O)[CH2:14][CH2:13][C:12]1=O)([CH3:4])([CH3:3])[CH3:2].C1(C)C=CC=CC=1. Given the product [C:1]([C:5]1[CH:10]=[CH:9][CH:8]=[CH:7][C:6]=1[N:11]1[CH2:12][CH2:13][CH2:14][CH2:15]1)([CH3:4])([CH3:2])[CH3:3], predict the reactants needed to synthesize it. (2) Given the product [N:29]1([C:24]2[O:23][C:22]([C:17]3[C:16]4[S:15][C:14]5[C:9](=[CH:10][CH:11]=[CH:12][CH:13]=5)[NH:8][C:21]=4[CH:20]=[CH:19][CH:18]=3)=[CH:27][C:26](=[O:28])[CH:25]=2)[CH2:34][CH2:33][O:32][CH2:31][CH2:30]1, predict the reactants needed to synthesize it. The reactants are: C(OC([N:8]1[C:21]2[CH:20]=[CH:19][CH:18]=[C:17]([C:22]3[O:23][C:24]([N:29]4[CH2:34][CH2:33][O:32][CH2:31][CH2:30]4)=[CH:25][C:26](=[O:28])[CH:27]=3)[C:16]=2[S:15][C:14]2[C:9]1=[CH:10][CH:11]=[CH:12][CH:13]=2)=O)(C)(C)C.FC(F)(F)C(O)=O.C([O-])(O)=O.[Na+]. (3) Given the product [OH:5][CH2:4][CH2:3][CH2:2][NH:1][C:16]([C:14]1[CH:13]=[C:12]2[C:8]([CH:9]=[CH:10][NH:11]2)=[C:7]([Br:6])[CH:15]=1)=[O:17], predict the reactants needed to synthesize it. The reactants are: [NH2:1][CH2:2][CH2:3][CH2:4][OH:5].[Br:6][C:7]1[CH:15]=[C:14]([C:16](O)=[O:17])[CH:13]=[C:12]2[C:8]=1[CH:9]=[CH:10][NH:11]2.C(N(CC)CC)C.F[P-](F)(F)(F)(F)F.N1(OC(N(C)C)=[N+](C)C)C2C=CC=CC=2N=N1. (4) Given the product [C:30]([C:27]([C:23]1[CH:22]=[C:21]([C:20]([NH:19][C:14]2[CH:15]=[CH:16][C:17]([CH3:18])=[C:12]([NH:11][C:6]3[N:7]=[CH:8][C:9]4[N:10]=[C:2]([NH:1][C:39]([C:36]5[CH:37]=[CH:38][N:34]([CH3:33])[N:35]=5)=[O:40])[S:3][C:4]=4[N:5]=3)[CH:13]=2)=[O:32])[CH:26]=[CH:25][CH:24]=1)([CH3:29])[CH3:28])#[N:31], predict the reactants needed to synthesize it. The reactants are: [NH2:1][C:2]1[S:3][C:4]2[N:5]=[C:6]([NH:11][C:12]3[CH:13]=[C:14]([NH:19][C:20](=[O:32])[C:21]4[CH:26]=[CH:25][CH:24]=[C:23]([C:27]([C:30]#[N:31])([CH3:29])[CH3:28])[CH:22]=4)[CH:15]=[CH:16][C:17]=3[CH3:18])[N:7]=[CH:8][C:9]=2[N:10]=1.[CH3:33][N:34]1[CH:38]=[CH:37][C:36]([C:39](O)=[O:40])=[N:35]1.F[P-](F)(F)(F)(F)F.N1(OC(N(C)C)=[N+](C)C)C2N=CC=CC=2N=N1.C(=O)([O-])O.[Na+]. (5) Given the product [F:27][C:24]([F:25])([F:26])[O:23][C:21]1[CH:20]=[CH:19][C:17]2[N:18]=[C:14]([NH:13][C:10](=[O:11])[CH2:9][C:4]3[CH:5]=[CH:6][C:7]([Cl:8])=[C:2]([Cl:1])[CH:3]=3)[S:15][C:16]=2[CH:22]=1, predict the reactants needed to synthesize it. The reactants are: [Cl:1][C:2]1[CH:3]=[C:4]([CH2:9][C:10](Cl)=[O:11])[CH:5]=[CH:6][C:7]=1[Cl:8].[NH2:13][C:14]1[S:15][C:16]2[CH:22]=[C:21]([O:23][C:24]([F:27])([F:26])[F:25])[CH:20]=[CH:19][C:17]=2[N:18]=1. (6) Given the product [C:4]([C:3]1[CH:6]=[C:7]([CH:8]=[CH:9][C:2]=1[F:1])[C:10]([OH:17])=[O:11])#[N:5], predict the reactants needed to synthesize it. The reactants are: [F:1][C:2]1[CH:9]=[CH:8][C:7]([CH:10]=[O:11])=[CH:6][C:3]=1[C:4]#[N:5].CC(=CC)C.[O-:17]Cl=O.[Na+]. (7) Given the product [O:1]=[C:2]([C:17]1[CH:18]=[CH:19][CH:20]=[CH:21][CH:22]=1)[CH2:3][CH2:4][CH2:5][C:6]1[CH:11]=[CH:10][C:9]([CH2:12][C:13]([O:15][CH3:16])=[O:14])=[CH:8][CH:7]=1, predict the reactants needed to synthesize it. The reactants are: [OH:1][CH:2]([C:17]1[CH:22]=[CH:21][CH:20]=[CH:19][CH:18]=1)[CH2:3][CH2:4][CH2:5][C:6]1[CH:11]=[CH:10][C:9]([CH2:12][C:13]([O:15][CH3:16])=[O:14])=[CH:8][CH:7]=1.CC(OI1(OC(C)=O)(OC(C)=O)OC(=O)C2C=CC=CC1=2)=O.[OH-].[Na+].